Dataset: Peptide-MHC class I binding affinity with 185,985 pairs from IEDB/IMGT. Task: Regression. Given a peptide amino acid sequence and an MHC pseudo amino acid sequence, predict their binding affinity value. This is MHC class I binding data. (1) The peptide sequence is GTDDEVIERI. The MHC is HLA-A02:03 with pseudo-sequence HLA-A02:03. The binding affinity (normalized) is 0.123. (2) The peptide sequence is MSADNAGAL. The MHC is HLA-A80:01 with pseudo-sequence HLA-A80:01. The binding affinity (normalized) is 0.0847. (3) The peptide sequence is TLRRGGRW. The MHC is Mamu-A02 with pseudo-sequence Mamu-A02. The binding affinity (normalized) is 0.571. (4) The peptide sequence is GPGAGSLQPLAL. The MHC is HLA-A30:01 with pseudo-sequence HLA-A30:01. The binding affinity (normalized) is 0. (5) The peptide sequence is WASRELERF. The MHC is HLA-A01:01 with pseudo-sequence HLA-A01:01. The binding affinity (normalized) is 0.0267.